Dataset: Catalyst prediction with 721,799 reactions and 888 catalyst types from USPTO. Task: Predict which catalyst facilitates the given reaction. (1) Reactant: [C:1]1([N:7]2[C:15]3[CH2:14][CH2:13][N:12](C(OC(C)(C)C)=O)[CH2:11][C:10]=3[N:9]=[CH:8]2)[CH:6]=[CH:5][CH:4]=[CH:3][CH:2]=1.Cl.O1CCOCC1.C(OCC)(=O)C. Product: [C:1]1([N:7]2[C:15]3[CH2:14][CH2:13][NH:12][CH2:11][C:10]=3[N:9]=[CH:8]2)[CH:2]=[CH:3][CH:4]=[CH:5][CH:6]=1. The catalyst class is: 12. (2) Reactant: C1(N)CCCCC1.[C:8]([O:12][C:13](=[O:28])[CH2:14][C@@H:15]([CH2:19][CH2:20][CH2:21][C:22]1[CH:27]=[CH:26][CH:25]=[CH:24][CH:23]=1)[C:16]([OH:18])=[O:17])([CH3:11])([CH3:10])[CH3:9].C(OCC)(=O)C.C(O)(=O)CC(CC(O)=O)(C(O)=O)O.[OH-].[Na+:49]. Product: [Na+:49].[C:8]([O:12][C:13](=[O:28])[CH2:14][C@@H:15]([CH2:19][CH2:20][CH2:21][CH:22]1[CH2:23][CH2:24][CH2:25][CH2:26][CH2:27]1)[C:16]([O-:18])=[O:17])([CH3:11])([CH3:9])[CH3:10]. The catalyst class is: 6. (3) Reactant: [C:1]([C:5]1[CH:28]=[CH:27][C:8]([CH2:9][N:10]2[CH2:15][CH2:14][CH2:13][N:12]([CH2:16][C:17]3[CH:22]=[CH:21][C:20]([N+:23]([O-])=O)=[CH:19][CH:18]=3)[C:11]2=[O:26])=[CH:7][CH:6]=1)([CH3:4])([CH3:3])[CH3:2].[H][H]. Product: [NH2:23][C:20]1[CH:19]=[CH:18][C:17]([CH2:16][N:12]2[CH2:13][CH2:14][CH2:15][N:10]([CH2:9][C:8]3[CH:27]=[CH:28][C:5]([C:1]([CH3:4])([CH3:2])[CH3:3])=[CH:6][CH:7]=3)[C:11]2=[O:26])=[CH:22][CH:21]=1. The catalyst class is: 5. (4) Reactant: [CH3:1][O:2][C:3]1[CH:11]=[C:10]2[C:6]([CH2:7][CH2:8][C:9]2=O)=[CH:5][CH:4]=1.CCN(CC)CC.Cl.[NH2:21][OH:22]. Product: [CH3:1][O:2][C:3]1[CH:11]=[C:10]2[C:6]([CH2:7][CH2:8]/[C:9]/2=[N:21]\[OH:22])=[CH:5][CH:4]=1. The catalyst class is: 5.